Dataset: Forward reaction prediction with 1.9M reactions from USPTO patents (1976-2016). Task: Predict the product of the given reaction. (1) Given the reactants [CH2:1]([O:8][C:9]([NH:11][C@H](C(O)=O)CC(C)C)=[O:10])[C:2]1[CH:7]=[CH:6][CH:5]=[CH:4][CH:3]=1.C[N:21]1[CH2:26][CH2:25][O:24]CC1.ClC(O[CH2:31][CH:32]([CH3:34])[CH3:33])=O, predict the reaction product. The product is: [CH2:1]([O:8][C:9]([NH:11][C:25](=[O:24])[C@H:26]([CH2:31][CH:32]([CH3:34])[CH3:33])[NH2:21])=[O:10])[C:2]1[CH:7]=[CH:6][CH:5]=[CH:4][CH:3]=1. (2) Given the reactants CSC.B.[F:5][C:6]1([F:25])[C:11](=O)[NH:10][CH2:9][C:8]2([CH2:17][CH2:16][N:15]([C:18]([O:20][C:21]([CH3:24])([CH3:23])[CH3:22])=[O:19])[CH2:14][CH2:13]2)[O:7]1, predict the reaction product. The product is: [F:25][C:6]1([F:5])[CH2:11][NH:10][CH2:9][C:8]2([CH2:13][CH2:14][N:15]([C:18]([O:20][C:21]([CH3:23])([CH3:22])[CH3:24])=[O:19])[CH2:16][CH2:17]2)[O:7]1. (3) Given the reactants [NH2:1][C:2]1[N:7]=[CH:6][N:5]=[C:4]2[N:8]([CH:12]([C:14]3[O:15][C:16]4[C:21]([C:22](=[O:31])[C:23]=3[C:24]3[CH:29]=[CH:28][CH:27]=[C:26]([F:30])[CH:25]=3)=[CH:20][CH:19]=[CH:18][CH:17]=4)[CH3:13])[N:9]=[C:10](I)[C:3]=12.[NH2:32][C:33]1[N:38]=[CH:37][C:36](B(O)O)=[CH:35][N:34]=1.C(=O)([O-])[O-].[Na+].[Na+].ClCCl, predict the reaction product. The product is: [NH2:1][C:2]1[N:7]=[CH:6][N:5]=[C:4]2[N:8]([CH:12]([C:14]3[O:15][C:16]4[C:21]([C:22](=[O:31])[C:23]=3[C:24]3[CH:29]=[CH:28][CH:27]=[C:26]([F:30])[CH:25]=3)=[CH:20][CH:19]=[CH:18][CH:17]=4)[CH3:13])[N:9]=[C:10]([C:36]3[CH:35]=[N:34][C:33]([NH2:32])=[N:38][CH:37]=3)[C:3]=12. (4) Given the reactants [CH:1]1([CH2:7][NH2:8])[CH2:6][CH2:5][CH2:4][CH2:3][CH2:2]1.[OH-].[Na+].[C:11](Cl)(Cl)=[O:12], predict the reaction product. The product is: [CH:1]1([CH2:7][NH:8][C:11]([NH:8][CH2:7][CH:1]2[CH2:6][CH2:5][CH2:4][CH2:3][CH2:2]2)=[O:12])[CH2:6][CH2:5][CH2:4][CH2:3][CH2:2]1. (5) Given the reactants FC(F)(F)C(O)=O.[Cl:8][C:9]1[CH:14]=[C:13]2[NH:15][C:16](=[O:38])[C:17]3([CH:21]([C:22]4[CH:27]=[CH:26][CH:25]=[C:24]([Cl:28])[C:23]=4[F:29])[CH:20]([C:30](O)=[O:31])[NH:19][CH:18]3[CH2:33][C:34]([CH3:37])([CH3:36])[CH3:35])[C:12]2=[CH:11][C:10]=1[F:39].C(N(C(C)C)CC)(C)C.C1(P(Cl)(C2C=CC=CC=2)=O)C=CC=CC=1.[NH2:64][C:65]1[CH:72]=[CH:71][C:68]([C:69]#[N:70])=[CH:67][C:66]=1[O:73][CH3:74], predict the reaction product. The product is: [C:69]([C:68]1[CH:71]=[CH:72][C:65]([NH:64][C:30]([CH:20]2[NH:19][CH:18]([CH2:33][C:34]([CH3:36])([CH3:35])[CH3:37])[C:17]3([C:12]4[C:13](=[CH:14][C:9]([Cl:8])=[C:10]([F:39])[CH:11]=4)[NH:15][C:16]3=[O:38])[CH:21]2[C:22]2[CH:27]=[CH:26][CH:25]=[C:24]([Cl:28])[C:23]=2[F:29])=[O:31])=[C:66]([O:73][CH3:74])[CH:67]=1)#[N:70].